Dataset: Reaction yield outcomes from USPTO patents with 853,638 reactions. Task: Predict the reaction yield, written as a fraction of the theoretical maximum amount of product (1.0 means a 100% yield; for example, 0.34 means a 34% yield). (1) The reactants are Cl.Cl.[NH2:3][CH:4]1[CH2:11][CH:10]2[N:12]([CH3:13])[CH:6]([CH2:7][CH2:8][CH2:9]2)[CH2:5]1.[C:14]1([C:20]2[O:21][C:22]3[C:23](=[C:25]([C:29](O)=[O:30])[CH:26]=[CH:27][CH:28]=3)[N:24]=2)[CH:19]=[CH:18][CH:17]=[CH:16][CH:15]=1. No catalyst specified. The product is [CH3:13][N:12]1[CH:6]2[CH2:7][CH2:8][CH2:9][CH:10]1[CH2:11][CH:4]([NH:3][C:29]([C:25]1[CH:26]=[CH:27][CH:28]=[C:22]3[O:21][C:20]([C:14]4[CH:19]=[CH:18][CH:17]=[CH:16][CH:15]=4)=[N:24][C:23]=13)=[O:30])[CH2:5]2. The yield is 0.400. (2) The reactants are C([N:8](CC1C=CC=CC=1)[C@@H:9]([CH2:13][C:14]1[CH:19]=[CH:18][C:17]([C:20]([F:23])([F:22])[F:21])=[CH:16][CH:15]=1)[C@H:10]([OH:12])[CH3:11])C1C=CC=CC=1.CC1C=C2N=C3C(=NC(NC3=O)=O)N(C[C@H](O)[C@H](O)[C@H](O)CO)C2=CC=1C.[H][H].[C:71]([O:70][C:68](O[C:68]([O:70][C:71]([CH3:74])([CH3:73])[CH3:72])=[O:69])=[O:69])([CH3:74])([CH3:73])[CH3:72]. The catalyst is CN(C1C=CN=CC=1)C.[OH-].[Pd+2].[OH-].[Pd].CO. The product is [OH:12][C@H:10]([CH3:11])[C@@H:9]([NH:8][C:68](=[O:69])[O:70][C:71]([CH3:72])([CH3:73])[CH3:74])[CH2:13][C:14]1[CH:15]=[CH:16][C:17]([C:20]([F:21])([F:22])[F:23])=[CH:18][CH:19]=1. The yield is 0.770. (3) The reactants are Br[C:2]1[CH:3]=[C:4]([C:8]2[CH:17]=[CH:16][C:15]3[C:10](=[CH:11][CH:12]=[CH:13][CH:14]=3)[CH:9]=2)[CH:5]=[CH:6][CH:7]=1.CCCCCC.C([Li])CCC.[B:29](OC(C)C)([O:34]C(C)C)[O:30]C(C)C.Cl. The catalyst is C1(C)C=CC=CC=1.C1COCC1. The product is [CH:9]1[C:10]2[C:15](=[CH:14][CH:13]=[CH:12][CH:11]=2)[CH:16]=[CH:17][C:8]=1[C:4]1[CH:3]=[C:2]([B:29]([OH:34])[OH:30])[CH:7]=[CH:6][CH:5]=1. The yield is 0.670.